From a dataset of Full USPTO retrosynthesis dataset with 1.9M reactions from patents (1976-2016). Predict the reactants needed to synthesize the given product. (1) The reactants are: [C:1]1([S:7](/[CH:10]=[CH:11]/[S:12]([C:15]2[CH:20]=[CH:19][CH:18]=[CH:17][CH:16]=2)(=[O:14])=[O:13])(=[O:9])=[O:8])[CH:6]=[CH:5][CH:4]=[CH:3][CH:2]=1.[CH:21]1[CH2:26][CH2:25][CH:24]=[CH:23][CH:22]=1. Given the product [C:1]1([S:7]([CH:10]2[CH:11]([S:12]([C:15]3[CH:16]=[CH:17][CH:18]=[CH:19][CH:20]=3)(=[O:14])=[O:13])[CH:23]3[CH2:24][CH2:25][CH:26]2[CH:21]=[CH:22]3)(=[O:8])=[O:9])[CH:2]=[CH:3][CH:4]=[CH:5][CH:6]=1, predict the reactants needed to synthesize it. (2) Given the product [NH2:8][C:6]1[CH:7]=[C:2]([CH:3]=[CH:4][C:5]=1[N+:9]([O-:11])=[O:10])[C:12]#[N:13], predict the reactants needed to synthesize it. The reactants are: Br[C:2]1[CH:3]=[CH:4][C:5]([N+:9]([O-:11])=[O:10])=[C:6]([NH2:8])[CH:7]=1.[CH3:12][N:13](C)C=O. (3) Given the product [F:1][C:2]1[CH:7]=[C:6]([NH:8][C:9]2[CH:14]=[CH:13][CH:12]=[CH:11][C:10]=2[F:15])[C:5]([NH2:16])=[CH:4][CH:3]=1, predict the reactants needed to synthesize it. The reactants are: [F:1][C:2]1[CH:3]=[CH:4][C:5]([N+:16]([O-])=O)=[C:6]([NH:8][C:9]2[CH:14]=[CH:13][CH:12]=[CH:11][C:10]=2[F:15])[CH:7]=1. (4) The reactants are: [Br:1][C:2]1[N:6]=[C:5]([O:7][CH2:8][CH3:9])[NH:4][C:3]=1[CH:10]=[O:11].[C:12]([O:16][C:17]([C:19]1[C:20]([C:25]2[CH:30]=[CH:29][C:28]([CH2:31]Br)=[CH:27][CH:26]=2)=[CH:21][CH:22]=[CH:23][CH:24]=1)=[O:18])([CH3:15])([CH3:14])[CH3:13].C(=O)([O-])[O-].[K+].[K+].CN(C=O)C. Given the product [C:12]([O:16][C:17]([C:19]1[C:20]([C:25]2[CH:30]=[CH:29][C:28]([CH2:31][N:4]3[C:3]([CH:10]=[O:11])=[C:2]([Br:1])[N:6]=[C:5]3[O:7][CH2:8][CH3:9])=[CH:27][CH:26]=2)=[CH:21][CH:22]=[CH:23][CH:24]=1)=[O:18])([CH3:15])([CH3:14])[CH3:13], predict the reactants needed to synthesize it.